Task: Predict the product of the given reaction.. Dataset: Forward reaction prediction with 1.9M reactions from USPTO patents (1976-2016) (1) The product is: [F:20][C:18]1[CH:17]=[CH:16][C:15]([CH3:21])=[C:14]([N:11]2[CH2:10][CH2:9][NH:8][CH2:13][CH2:12]2)[CH:19]=1. Given the reactants C(OC([N:8]1[CH2:13][CH2:12][N:11]([C:14]2[CH:19]=[C:18]([F:20])[CH:17]=[CH:16][C:15]=2[CH3:21])[CH2:10][CH2:9]1)=O)(C)(C)C.ClCCl.FC(F)(F)C(O)=O, predict the reaction product. (2) The product is: [Br:29][C:30]1[C:31]([CH2:51][C:52]([O:54][CH3:55])=[O:53])=[C:32]([C:44]2[O:45][C:46]([CH:49]=[CH:5][C:1]([O:3][CH3:4])=[O:2])=[CH:47][CH:48]=2)[C:33]([O:40][CH2:41][O:42][CH3:43])=[CH:34][C:35]=1[O:36][CH2:37][O:38][CH3:39]. Given the reactants [C:1]([CH:5]=C1CCP(C2C=CC=CC=2)C1(C1C=CC=CC=1)C1C=CC=CC=1)([O:3][CH3:4])=[O:2].[Br:29][C:30]1[C:35]([O:36][CH2:37][O:38][CH3:39])=[CH:34][C:33]([O:40][CH2:41][O:42][CH3:43])=[C:32]([C:44]2[O:45][C:46]([CH:49]=O)=[CH:47][CH:48]=2)[C:31]=1[CH2:51][C:52]([O:54][CH3:55])=[O:53], predict the reaction product. (3) Given the reactants [C:1]([C:3]1[CH:4]=[C:5]([NH:9][C:10](=[O:33])[NH:11][C:12]2[CH:17]=[CH:16][C:15]([S:18]([NH:21][CH2:22][C:23]3[CH:28]=[CH:27][C:26]([S:29](=[O:32])(=[O:31])[NH2:30])=[CH:25][CH:24]=3)(=[O:20])=[O:19])=[CH:14][CH:13]=2)[CH:6]=[CH:7][CH:8]=1)#[N:2].[CH3:34][O:35][CH2:36][CH2:37][NH:38][CH2:39][CH2:40][O:41][CH3:42], predict the reaction product. The product is: [CH3:34][O:35][CH2:36][CH2:37][N:38]([CH2:39][CH2:40][O:41][CH3:42])[C:1](=[NH:2])[C:3]1[CH:8]=[CH:7][CH:6]=[C:5]([NH:9][C:10]([NH:11][C:12]2[CH:17]=[CH:16][C:15]([S:18](=[O:20])(=[O:19])[NH:21][CH2:22][C:23]3[CH:28]=[CH:27][C:26]([S:29](=[O:32])(=[O:31])[NH2:30])=[CH:25][CH:24]=3)=[CH:14][CH:13]=2)=[O:33])[CH:4]=1. (4) Given the reactants [CH3:1][N:2]1[C:8](=[O:9])[CH2:7][C:6]2[CH:10]=[CH:11][CH:12]=[CH:13][C:5]=2[CH:4]=[CH:3]1.[N:14](OCCC(C)C)=[O:15].[Li+].C[Si]([N-][Si](C)(C)C)(C)C.Cl, predict the reaction product. The product is: [OH:15][N:14]=[C:7]1[C:6]2[CH:10]=[CH:11][CH:12]=[CH:13][C:5]=2[CH:4]=[CH:3][N:2]([CH3:1])[C:8]1=[O:9]. (5) Given the reactants [Br:1][C:2]1[CH:3]=[C:4]2[C:8](=[C:9]([C:11]([O-:13])=[O:12])[CH:10]=1)[NH:7][N:6]=[CH:5]2.[OH-].[K+], predict the reaction product. The product is: [Br:1][C:2]1[CH:3]=[C:4]2[C:8](=[C:9]([C:11]([OH:13])=[O:12])[CH:10]=1)[NH:7][N:6]=[CH:5]2.